From a dataset of Catalyst prediction with 721,799 reactions and 888 catalyst types from USPTO. Predict which catalyst facilitates the given reaction. (1) Reactant: [CH:1]([C:3]1[C:8]([C:9]2[O:10][C:11]([CH2:14][CH3:15])=[CH:12][N:13]=2)=[CH:7][CH:6]=[C:5]([CH3:16])[N:4]=1)=C.I([O-])(=O)(=O)=[O:18].[Na+]. Product: [CH2:14]([C:11]1[O:10][C:9]([C:8]2[C:3]([CH:1]=[O:18])=[N:4][C:5]([CH3:16])=[CH:6][CH:7]=2)=[N:13][CH:12]=1)[CH3:15]. The catalyst class is: 822. (2) Reactant: Br[C:2](Br)=[CH:3][C:4]1[C:12]([O:13][CH3:14])=[CH:11][C:10]([CH3:15])=[C:9]2[C:5]=1[CH:6]=[CH:7][N:8]2[C:16]([O:18][C:19]([CH3:22])([CH3:21])[CH3:20])=[O:17].[NH2:24][C:25]1[CH:26]=[C:27]([CH:30]=[CH:31][C:32]=1[NH2:33])[C:28]#[N:29].C1N2CCN(CC2)C1. Product: [C:28]([C:27]1[CH:30]=[CH:31][C:32]2[NH:33][C:2]([CH2:3][C:4]3[C:12]([O:13][CH3:14])=[CH:11][C:10]([CH3:15])=[C:9]4[C:5]=3[CH:6]=[CH:7][N:8]4[C:16]([O:18][C:19]([CH3:22])([CH3:21])[CH3:20])=[O:17])=[N:24][C:25]=2[CH:26]=1)#[N:29]. The catalyst class is: 296. (3) Reactant: [F:1][C:2]1[C:7]([F:8])=[CH:6][CH:5]=[CH:4][C:3]=1[C:9]1([OH:13])[CH2:12][NH:11][CH2:10]1.Br[CH2:15][CH2:16][CH2:17][CH3:18].C(=O)([O-])[O-].[K+].[K+]. Product: [CH2:15]([N:11]1[CH2:12][C:9]([C:3]2[CH:4]=[CH:5][CH:6]=[C:7]([F:8])[C:2]=2[F:1])([OH:13])[CH2:10]1)[CH2:16][CH2:17][CH3:18]. The catalyst class is: 10. (4) Reactant: [N:1]1([CH2:7][CH2:8][NH2:9])[CH2:6][CH2:5][O:4][CH2:3][CH2:2]1.[Cl:10][C:11]1[CH:16]=[CH:15][CH:14]=[CH:13][C:12]=1[CH2:17][N:18]1[C:23](=[O:24])[C:22]([C:25]([NH:27][CH2:28][C:29]([O:31]CC)=[O:30])=[O:26])=[C:21]([OH:34])[C:20]([C:35](OC)=[O:36])=[C:19]1[OH:39].C(N(C(C)C)CC)(C)C. Product: [Cl:10][C:11]1[CH:16]=[CH:15][CH:14]=[CH:13][C:12]=1[CH2:17][N:18]1[C:19]([OH:39])=[C:20]([C:35]([NH:9][CH2:8][CH2:7][N:1]2[CH2:6][CH2:5][O:4][CH2:3][CH2:2]2)=[O:36])[C:21]([OH:34])=[C:22]([C:25]([NH:27][CH2:28][C:29]([OH:31])=[O:30])=[O:26])[C:23]1=[O:24]. The catalyst class is: 22. (5) Reactant: [CH2:1]=O.[Cl:3][C:4]1[CH:31]=[CH:30][CH:29]=[C:28]([Cl:32])[C:5]=1[C:6]([NH:8][C@H:9]([C:24]([O:26]C)=[O:25])[CH2:10][C:11]1[CH:16]=[CH:15][C:14]([O:17][CH:18]2[CH2:23][CH2:22][NH:21][CH2:20][CH2:19]2)=[CH:13][CH:12]=1)=[O:7]. Product: [Cl:32][C:28]1[CH:29]=[CH:30][CH:31]=[C:4]([Cl:3])[C:5]=1[C:6]([NH:8][C@H:9]([C:24]([OH:26])=[O:25])[CH2:10][C:11]1[CH:12]=[CH:13][C:14]([O:17][CH:18]2[CH2:23][CH2:22][N:21]([CH3:1])[CH2:20][CH2:19]2)=[CH:15][CH:16]=1)=[O:7]. The catalyst class is: 106.